Dataset: Catalyst prediction with 721,799 reactions and 888 catalyst types from USPTO. Task: Predict which catalyst facilitates the given reaction. Reactant: [N+:1]([C:4]1[CH:11]=[CH:10][CH:9]=[CH:8][C:5]=1[CH:6]=O)([O-:3])=[O:2].Cl.[S:13]1[CH:17]=[CH:16][N:15]=[C:14]1[C:18](=[NH:20])[NH2:19].O=[C:22]([CH3:29])[CH2:23][C:24]([O:26][CH2:27][CH3:28])=[O:25].C([O-])(=O)C.[Na+]. Product: [CH3:29][C:22]1[NH:19][C:18]([C:14]2[S:13][CH:17]=[CH:16][N:15]=2)=[N:20][CH:6]([C:5]2[CH:8]=[CH:9][CH:10]=[CH:11][C:4]=2[N+:1]([O-:3])=[O:2])[C:23]=1[C:24]([O:26][CH2:27][CH3:28])=[O:25]. The catalyst class is: 8.